This data is from Peptide-MHC class I binding affinity with 185,985 pairs from IEDB/IMGT. The task is: Regression. Given a peptide amino acid sequence and an MHC pseudo amino acid sequence, predict their binding affinity value. This is MHC class I binding data. The peptide sequence is IAVARKHHT. The MHC is HLA-B08:01 with pseudo-sequence HLA-B08:01. The binding affinity (normalized) is 0.